From a dataset of NCI-60 drug combinations with 297,098 pairs across 59 cell lines. Regression. Given two drug SMILES strings and cell line genomic features, predict the synergy score measuring deviation from expected non-interaction effect. (1) Cell line: HT29. Synergy scores: CSS=43.7, Synergy_ZIP=-0.542, Synergy_Bliss=3.31, Synergy_Loewe=-25.4, Synergy_HSA=5.90. Drug 2: C1CN(CCN1C(=O)CCBr)C(=O)CCBr. Drug 1: C1=NC(=NC(=O)N1C2C(C(C(O2)CO)O)O)N. (2) Drug 1: CNC(=O)C1=NC=CC(=C1)OC2=CC=C(C=C2)NC(=O)NC3=CC(=C(C=C3)Cl)C(F)(F)F. Drug 2: COC1=C2C(=CC3=C1OC=C3)C=CC(=O)O2. Cell line: UO-31. Synergy scores: CSS=-3.34, Synergy_ZIP=2.34, Synergy_Bliss=1.08, Synergy_Loewe=-0.910, Synergy_HSA=-2.37. (3) Drug 1: C1CCC(CC1)NC(=O)N(CCCl)N=O. Drug 2: C1CN(CCN1C(=O)CCBr)C(=O)CCBr. Cell line: MDA-MB-231. Synergy scores: CSS=29.4, Synergy_ZIP=-0.0318, Synergy_Bliss=7.47, Synergy_Loewe=3.90, Synergy_HSA=9.26. (4) Drug 1: CN1C(=O)N2C=NC(=C2N=N1)C(=O)N. Drug 2: CCC1(CC2CC(C3=C(CCN(C2)C1)C4=CC=CC=C4N3)(C5=C(C=C6C(=C5)C78CCN9C7C(C=CC9)(C(C(C8N6C)(C(=O)OC)O)OC(=O)C)CC)OC)C(=O)OC)O.OS(=O)(=O)O. Cell line: EKVX. Synergy scores: CSS=-3.55, Synergy_ZIP=1.27, Synergy_Bliss=-1.28, Synergy_Loewe=-3.42, Synergy_HSA=-4.19. (5) Drug 1: CCC(=C(C1=CC=CC=C1)C2=CC=C(C=C2)OCCN(C)C)C3=CC=CC=C3.C(C(=O)O)C(CC(=O)O)(C(=O)O)O. Drug 2: CC1=C2C(C(=O)C3(C(CC4C(C3C(C(C2(C)C)(CC1OC(=O)C(C(C5=CC=CC=C5)NC(=O)OC(C)(C)C)O)O)OC(=O)C6=CC=CC=C6)(CO4)OC(=O)C)O)C)O. Cell line: NCIH23. Synergy scores: CSS=-3.84, Synergy_ZIP=26.4, Synergy_Bliss=17.5, Synergy_Loewe=15.7, Synergy_HSA=15.7. (6) Cell line: HOP-62. Drug 2: C1CN(CCN1C(=O)CCBr)C(=O)CCBr. Synergy scores: CSS=19.5, Synergy_ZIP=-9.08, Synergy_Bliss=-1.29, Synergy_Loewe=-1.52, Synergy_HSA=0.379. Drug 1: CC1=C(C=C(C=C1)NC(=O)C2=CC=C(C=C2)CN3CCN(CC3)C)NC4=NC=CC(=N4)C5=CN=CC=C5. (7) Drug 1: C1=C(C(=O)NC(=O)N1)F. Drug 2: CC1=CC=C(C=C1)C2=CC(=NN2C3=CC=C(C=C3)S(=O)(=O)N)C(F)(F)F. Cell line: SN12C. Synergy scores: CSS=24.6, Synergy_ZIP=1.40, Synergy_Bliss=1.62, Synergy_Loewe=-1.85, Synergy_HSA=2.17. (8) Drug 2: CCC1(CC2CC(C3=C(CCN(C2)C1)C4=CC=CC=C4N3)(C5=C(C=C6C(=C5)C78CCN9C7C(C=CC9)(C(C(C8N6C)(C(=O)OC)O)OC(=O)C)CC)OC)C(=O)OC)O.OS(=O)(=O)O. Cell line: NCIH23. Drug 1: CC12CCC(CC1=CCC3C2CCC4(C3CC=C4C5=CN=CC=C5)C)O. Synergy scores: CSS=38.9, Synergy_ZIP=7.49, Synergy_Bliss=10.3, Synergy_Loewe=-9.62, Synergy_HSA=9.79.